This data is from Catalyst prediction with 721,799 reactions and 888 catalyst types from USPTO. The task is: Predict which catalyst facilitates the given reaction. (1) The catalyst class is: 18. Product: [Cl:1][C:2]1[C:3]([C:9]#[N:10])=[N:4][CH:5]=[C:6]([O:8][CH:18]([F:23])[F:22])[CH:7]=1. Reactant: [Cl:1][C:2]1[C:3]([C:9]#[N:10])=[N:4][CH:5]=[C:6]([OH:8])[CH:7]=1.C([O-])([O-])=O.[K+].[K+].Cl[C:18]([F:23])([F:22])C([O-])=O.[Na+]. (2) Reactant: [NH2:1][C@@H:2]([CH3:5])[CH2:3][OH:4].[CH:6](=O)[C:7]1[CH:12]=[CH:11][CH:10]=[CH:9][CH:8]=1. Product: [CH2:6]([NH:1][CH:2]([CH3:5])[CH2:3][OH:4])[C:7]1[CH:12]=[CH:11][CH:10]=[CH:9][CH:8]=1. The catalyst class is: 178.